Dataset: Peptide-MHC class I binding affinity with 185,985 pairs from IEDB/IMGT. Task: Regression. Given a peptide amino acid sequence and an MHC pseudo amino acid sequence, predict their binding affinity value. This is MHC class I binding data. The peptide sequence is TQRKKTLGF. The MHC is HLA-A26:01 with pseudo-sequence HLA-A26:01. The binding affinity (normalized) is 0.398.